Dataset: Full USPTO retrosynthesis dataset with 1.9M reactions from patents (1976-2016). Task: Predict the reactants needed to synthesize the given product. (1) The reactants are: [H-].[Na+].[NH2:3][CH:4]1[CH:11]2[CH2:12][C:7]3([OH:14])[CH2:8][CH:9]([CH2:13][CH:5]1[CH2:6]3)[CH2:10]2.[CH2:15]([O:22][C:23]1[C:32]2[C:27](=[CH:28][C:29](F)=[C:30]([Cl:33])[CH:31]=2)[CH:26]=[CH:25][N:24]=1)[C:16]1[CH:21]=[CH:20][CH:19]=[CH:18][CH:17]=1. Given the product [CH2:15]([O:22][C:23]1[C:32]2[C:27](=[CH:28][C:29]([O:14][C:7]34[CH2:12][CH:11]5[CH2:10][CH:9]([CH2:13][CH:5]([CH:4]5[NH2:3])[CH2:6]3)[CH2:8]4)=[C:30]([Cl:33])[CH:31]=2)[CH:26]=[CH:25][N:24]=1)[C:16]1[CH:17]=[CH:18][CH:19]=[CH:20][CH:21]=1, predict the reactants needed to synthesize it. (2) Given the product [CH3:20][CH:21]([CH3:39])[CH2:22][CH2:23][NH:24][C:25]([C:27]1[N:28]=[N:29][C:30]([N:33]2[CH2:38][CH2:37][N:36]([C:13]([C:12]3[N:8]([CH2:1][C:2]4[CH:3]=[CH:4][CH:5]=[CH:6][CH:7]=4)[N:9]=[N:10][C:11]=3[C:16]([F:19])([F:18])[F:17])=[O:15])[CH2:35][CH2:34]2)=[CH:31][CH:32]=1)=[O:26], predict the reactants needed to synthesize it. The reactants are: [CH2:1]([N:8]1[C:12]([C:13]([OH:15])=O)=[C:11]([C:16]([F:19])([F:18])[F:17])[N:10]=[N:9]1)[C:2]1[CH:7]=[CH:6][CH:5]=[CH:4][CH:3]=1.[CH3:20][CH:21]([CH3:39])[CH2:22][CH2:23][NH:24][C:25]([C:27]1[N:28]=[N:29][C:30]([N:33]2[CH2:38][CH2:37][NH:36][CH2:35][CH2:34]2)=[CH:31][CH:32]=1)=[O:26]. (3) Given the product [CH3:1][O:2][C:3](=[O:25])[C:4]1[CH:18]=[C:17]([O:19][CH2:20][CH2:21][CH2:22][CH:23]=[CH2:24])[CH:16]=[C:6]([C:7]([NH:9][CH2:10][CH:11]=[O:12])=[O:8])[CH:5]=1, predict the reactants needed to synthesize it. The reactants are: [CH3:1][O:2][C:3](=[O:25])[C:4]1[CH:18]=[C:17]([O:19][CH2:20][CH2:21][CH2:22][CH:23]=[CH2:24])[CH:16]=[C:6]([C:7]([NH:9][CH2:10][CH:11](OC)[O:12]C)=[O:8])[CH:5]=1.Cl.C(Cl)Cl. (4) Given the product [NH2:33][C@@H:3]([C@@H:2]([CH3:1])[CH2:41][CH3:42])[C:4]([NH:6][CH2:7][C@@H:8]([C:20]1[CH:21]=[CH:22][C:23]([O:26][CH2:27][CH:28]([CH3:32])[CH2:29][CH2:30][CH3:31])=[CH:24][CH:25]=1)[NH:9][C:10](=[O:19])[C@H:11]([C:13]1[CH:18]=[CH:17][CH:16]=[CH:15][CH:14]=1)[CH3:12])=[O:5], predict the reactants needed to synthesize it. The reactants are: [CH3:1][C@@H:2]([CH2:41][CH3:42])[C@H:3]([NH:33]C(=O)OC(C)(C)C)[C:4]([NH:6][CH2:7][C@@H:8]([C:20]1[CH:25]=[CH:24][C:23]([O:26][CH2:27][CH:28]([CH3:32])[CH2:29][CH2:30][CH3:31])=[CH:22][CH:21]=1)[NH:9][C:10](=[O:19])[C@H:11]([C:13]1[CH:18]=[CH:17][CH:16]=[CH:15][CH:14]=1)[CH3:12])=[O:5].C(O)(C(F)(F)F)=O. (5) Given the product [NH:8]1[C:4]2=[N:5][CH:6]=[CH:7][C:2]([C:18]3[CH:17]=[C:16]([C:12]([CH3:15])([CH3:11])[C:13]#[N:14])[CH:21]=[CH:20][CH:19]=3)=[C:3]2[CH:10]=[N:9]1, predict the reactants needed to synthesize it. The reactants are: I[C:2]1[CH:7]=[CH:6][N:5]=[C:4]2[NH:8][N:9]=[CH:10][C:3]=12.[CH3:11][C:12]([C:16]1[CH:21]=[CH:20][CH:19]=[C:18](B2OC(C)(C)C(C)(C)O2)[CH:17]=1)([CH3:15])[C:13]#[N:14].C(=O)([O-])[O-].[Na+].[Na+]. (6) Given the product [OH:14][CH2:13][CH2:12][CH2:11][C:9]1[CH:8]=[C:7]([C:15]2[CH:20]=[CH:19][C:18]([CH3:21])=[C:17]([CH3:22])[CH:16]=2)[N:6]=[C:5]([C:23]#[N:24])[N:10]=1, predict the reactants needed to synthesize it. The reactants are: CS([C:5]1[N:10]=[C:9]([CH2:11][CH2:12][CH2:13][OH:14])[CH:8]=[C:7]([C:15]2[CH:20]=[CH:19][C:18]([CH3:21])=[C:17]([CH3:22])[CH:16]=2)[N:6]=1)(=O)=O.[C-:23]#[N:24].[Na+].C(OCC)(=O)C. (7) Given the product [Cl:44][C:8]1[CH:9]=[C:10]([C:13]2[CH:18]=[CH:17][C:16]([C:19]([CH2:41][CH3:42])([C:22]3[CH:27]=[CH:26][C:25](/[CH:28]=[CH:29]/[C:30]([OH:39])([C:31]([F:32])([F:33])[F:34])[C:35]([F:37])([F:38])[F:36])=[C:24]([CH3:40])[CH:23]=3)[CH2:20][CH3:21])=[CH:15][C:14]=2[CH3:43])[CH:11]=[CH:12][C:7]=1[CH2:6][C:5]([OH:45])=[O:4], predict the reactants needed to synthesize it. The reactants are: [OH-].[Na+].C[O:4][C:5](=[O:45])[CH2:6][C:7]1[CH:12]=[CH:11][C:10]([C:13]2[CH:18]=[CH:17][C:16]([C:19]([CH2:41][CH3:42])([C:22]3[CH:27]=[CH:26][C:25](/[CH:28]=[CH:29]/[C:30]([OH:39])([C:35]([F:38])([F:37])[F:36])[C:31]([F:34])([F:33])[F:32])=[C:24]([CH3:40])[CH:23]=3)[CH2:20][CH3:21])=[CH:15][C:14]=2[CH3:43])=[CH:9][C:8]=1[Cl:44]. (8) Given the product [NH2:28][CH:25]1[CH2:26][CH2:27][N:23]([C:20]2[N:21]=[CH:22][C:17]([NH:16][C:5]3[C:4]4[C:9](=[CH:10][CH:11]=[C:2]([C:41]5[CH:40]=[C:39]([F:52])[C:38]([OH:53])=[C:37]([Cl:36])[CH:42]=5)[CH:3]=4)[N:8]=[CH:7][C:6]=3[C:12](=[O:15])[CH2:13][CH3:14])=[CH:18][CH:19]=2)[CH2:24]1, predict the reactants needed to synthesize it. The reactants are: Br[C:2]1[CH:3]=[C:4]2[C:9](=[CH:10][CH:11]=1)[N:8]=[CH:7][C:6]([C:12](=[O:15])[CH2:13][CH3:14])=[C:5]2[NH:16][C:17]1[CH:18]=[CH:19][C:20]([N:23]2[CH2:27][CH2:26][CH:25]([NH:28]C(=O)OC(C)(C)C)[CH2:24]2)=[N:21][CH:22]=1.[Cl:36][C:37]1[CH:42]=[C:41](B2OC(C)(C)C(C)(C)O2)[CH:40]=[C:39]([F:52])[C:38]=1[OH:53]. (9) The reactants are: C[O:2][C:3]([CH:5]1[CH2:10][CH2:9][CH:8]([C:11]2[C:16]([Br:17])=[C:15]([N:18](COCC[Si](C)(C)C)COCC[Si](C)(C)C)[N:14]3[N:35]=[CH:36][C:37]([C:38]4[CH:39]=[N:40][C:41]5[C:46]([CH:47]=4)=[CH:45][CH:44]=[CH:43][CH:42]=5)=[C:13]3[N:12]=2)[CH2:7][CH2:6]1)=[O:4].CO.[OH-].[Na+].Cl. Given the product [NH2:18][C:15]1[N:14]2[N:35]=[CH:36][C:37]([C:38]3[CH:39]=[N:40][C:41]4[C:46]([CH:47]=3)=[CH:45][CH:44]=[CH:43][CH:42]=4)=[C:13]2[N:12]=[C:11]([CH:8]2[CH2:7][CH2:6][CH:5]([C:3]([OH:4])=[O:2])[CH2:10][CH2:9]2)[C:16]=1[Br:17], predict the reactants needed to synthesize it. (10) Given the product [CH2:1]([C:5]([C:21]1[CH:22]=[CH:23][C:24](/[CH:27]=[CH:28]/[C:29]([OH:31])=[O:30])=[CH:25][CH:26]=1)=[C:6]([C:7]1[CH:12]=[CH:11][C:10]([OH:13])=[CH:9][CH:8]=1)[C:14]1[CH:15]=[CH:16][C:17]([OH:20])=[CH:18][CH:19]=1)[CH2:2][CH2:3][CH3:4], predict the reactants needed to synthesize it. The reactants are: [CH2:1]([C:5]([C:21]1[CH:26]=[CH:25][C:24](/[CH:27]=[CH:28]/[C:29]([O:31]CC)=[O:30])=[CH:23][CH:22]=1)=[C:6]([C:14]1[CH:19]=[CH:18][C:17]([OH:20])=[CH:16][CH:15]=1)[C:7]1[CH:12]=[CH:11][C:10]([OH:13])=[CH:9][CH:8]=1)[CH2:2][CH2:3][CH3:4].[OH-].[Na+].